From a dataset of Reaction yield outcomes from USPTO patents with 853,638 reactions. Predict the reaction yield, written as a fraction of the theoretical maximum amount of product (1.0 means a 100% yield; for example, 0.34 means a 34% yield). (1) The reactants are [Cl:1][C:2](Cl)=[CH:3][C:4](=[O:14])[CH2:5][C:6]([N:8]1[CH2:13][CH2:12][O:11][CH2:10][CH2:9]1)=[O:7].Cl(O)(=O)(=O)=O.[OH-].[Na+]. The catalyst is O1CCOCC1. The product is [Cl:1][C:2]1[O:7][C:6]([N:8]2[CH2:13][CH2:12][O:11][CH2:10][CH2:9]2)=[CH:5][C:4](=[O:14])[CH:3]=1. The yield is 0.750. (2) The reactants are [CH2:1]([N:8]1[C:13](=[O:14])[C:12](Cl)=[C:11](Cl)[C:10]([O:17][CH2:18][C:19]2[CH:24]=[CH:23][CH:22]=[CH:21][CH:20]=2)=[N:9]1)[C:2]1[CH:7]=[CH:6][CH:5]=[CH:4][CH:3]=1.[Cl:25][C:26]1[CH:31]=[CH:30][C:29](B(O)O)=[CH:28][CH:27]=1.C(=O)([O-])[O-].[Na+].[Na+]. The catalyst is C1C=CC([P]([Pd]([P](C2C=CC=CC=2)(C2C=CC=CC=2)C2C=CC=CC=2)([P](C2C=CC=CC=2)(C2C=CC=CC=2)C2C=CC=CC=2)[P](C2C=CC=CC=2)(C2C=CC=CC=2)C2C=CC=CC=2)(C2C=CC=CC=2)C2C=CC=CC=2)=CC=1.C1(C)C=CC=CC=1. The product is [CH2:1]([N:8]1[C:13](=[O:14])[C:12]([C:29]2[CH:30]=[CH:31][C:26]([Cl:25])=[CH:27][CH:28]=2)=[C:11]([C:29]2[CH:30]=[CH:31][C:26]([Cl:25])=[CH:27][CH:28]=2)[C:10]([O:17][CH2:18][C:19]2[CH:24]=[CH:23][CH:22]=[CH:21][CH:20]=2)=[N:9]1)[C:2]1[CH:7]=[CH:6][CH:5]=[CH:4][CH:3]=1. The yield is 0.700.